Dataset: Forward reaction prediction with 1.9M reactions from USPTO patents (1976-2016). Task: Predict the product of the given reaction. (1) Given the reactants [C:1](/[CH:3]=[CH:4]/[S:5]([C:8]1[CH:13]=[CH:12][C:11]([C:14]([CH3:19])([CH3:18])[C:15]([OH:17])=O)=[CH:10][CH:9]=1)(=[O:7])=[O:6])#[N:2].[CH3:20][O:21][C:22]1[CH:23]=[C:24]([CH:27]=[CH:28][CH:29]=1)[CH2:25][NH2:26].Cl.CN(C)CCCN=C=NCC.ON1C2C=CC=CC=2N=N1, predict the reaction product. The product is: [C:1](/[CH:3]=[CH:4]/[S:5]([C:8]1[CH:9]=[CH:10][C:11]([C:14]([CH3:19])([CH3:18])[C:15]([NH:26][CH2:25][C:24]2[CH:27]=[CH:28][CH:29]=[C:22]([O:21][CH3:20])[CH:23]=2)=[O:17])=[CH:12][CH:13]=1)(=[O:6])=[O:7])#[N:2]. (2) Given the reactants [F:1][C:2]([F:12])([F:11])[C:3]1[S:7][C:6](C(O)=O)=[CH:5][CH:4]=1.C([N:15]([CH2:18]C)CC)C.C1(P(N=[N+]=[N-])(C2C=CC=CC=2)=[O:27])C=CC=CC=1.[CH3:37][C:38]([OH:41])([CH3:40])[CH3:39], predict the reaction product. The product is: [F:12][C:2]([F:1])([F:11])[C:3]1[S:7][C:6]([NH:15][C:18](=[O:27])[O:41][C:38]([CH3:40])([CH3:39])[CH3:37])=[CH:5][CH:4]=1. (3) Given the reactants CS(Cl)(=O)=O.[Br:6][C:7]1[CH:8]=[C:9]2[C:13](=[CH:14][CH:15]=1)[NH:12][CH:11]=[C:10]2[CH2:16][CH2:17]O.[CH2:19]([N:21](CC)CC)C.[OH-].[Na+].[C-]#N.[K+], predict the reaction product. The product is: [Br:6][C:7]1[CH:8]=[C:9]2[C:13](=[CH:14][CH:15]=1)[NH:12][CH:11]=[C:10]2[CH:16]([CH3:17])[C:19]#[N:21]. (4) Given the reactants [N:1]1([CH2:6][C:7]2[N:11]([C:12]3[CH:13]=[C:14]4[C:18](=[CH:19][CH:20]=3)[N:17]([CH3:21])[CH:16]=[CH:15]4)[C:10]([C:22]3[CH:27]=[C:26]([CH:28]([CH3:30])[CH3:29])[C:25]([O:31]CC4C=CC=CC=4)=[CH:24][C:23]=3[O:39]CC3C=CC=CC=3)=[N:9][N:8]=2)[CH:5]=[CH:4][N:3]=[CH:2]1, predict the reaction product. The product is: [N:1]1([CH2:6][C:7]2[N:11]([C:12]3[CH:13]=[C:14]4[C:18](=[CH:19][CH:20]=3)[N:17]([CH3:21])[CH:16]=[CH:15]4)[C:10]([C:22]3[CH:27]=[C:26]([CH:28]([CH3:29])[CH3:30])[C:25]([OH:31])=[CH:24][C:23]=3[OH:39])=[N:9][N:8]=2)[CH:5]=[CH:4][N:3]=[CH:2]1. (5) The product is: [CH2:1]([N:8]1[CH2:13][CH2:12][CH:11]([N:14]2[C:15]3[C:16]4[CH:26]=[CH:25][N:24]([CH2:27][O:28][CH2:29][CH2:30][Si:31]([CH3:34])([CH3:33])[CH3:32])[C:17]=4[N:18]=[CH:19][C:20]=3[C:21](=[O:22])[NH:23][C:35]2=[O:36])[CH2:10][CH2:9]1)[C:2]1[CH:7]=[CH:6][CH:5]=[CH:4][CH:3]=1. Given the reactants [CH2:1]([N:8]1[CH2:13][CH2:12][CH:11]([NH:14][C:15]2[C:20]([C:21]([NH2:23])=[O:22])=[CH:19][N:18]=[C:17]3[N:24]([CH2:27][O:28][CH2:29][CH2:30][Si:31]([CH3:34])([CH3:33])[CH3:32])[CH:25]=[CH:26][C:16]=23)[CH2:10][CH2:9]1)[C:2]1[CH:7]=[CH:6][CH:5]=[CH:4][CH:3]=1.[C:35](N1C=CN=C1)(N1C=CN=C1)=[O:36].[Cl-].[Na+], predict the reaction product. (6) Given the reactants [CH3:1][O:2][C:3](=[O:14])[C:4]1[CH:9]=[C:8]([C:10](=[S:12])[NH2:11])[CH:7]=[CH:6][C:5]=1[Br:13].Br[CH2:16][C:17]([C:19]1[CH:24]=[CH:23][C:22]([Cl:25])=[C:21]([Cl:26])[CH:20]=1)=O, predict the reaction product. The product is: [CH3:1][O:2][C:3](=[O:14])[C:4]1[CH:9]=[C:8]([C:10]2[S:12][CH:16]=[C:17]([C:19]3[CH:24]=[CH:23][C:22]([Cl:25])=[C:21]([Cl:26])[CH:20]=3)[N:11]=2)[CH:7]=[CH:6][C:5]=1[Br:13]. (7) Given the reactants [H-].[Na+].[N+](C1[CH:11]=[CH:10][C:9]([O:12][C:13]([N:15]2[CH2:20][CH2:19][CH:18]([N:21]3[C:25]4=[N:26][CH:27]=[N:28][C:29]([O:30][C:31]5[C:32]([CH3:37])=[N:33][CH:34]=[CH:35][CH:36]=5)=[C:24]4[CH:23]=[N:22]3)[CH2:17][CH2:16]2)=[O:14])=[CH:8]C=1)([O-])=O.C1(O)CCC1.O, predict the reaction product. The product is: [CH:9]1([O:12][C:13]([N:15]2[CH2:20][CH2:19][CH:18]([N:21]3[C:25]4=[N:26][CH:27]=[N:28][C:29]([O:30][C:31]5[C:32]([CH3:37])=[N:33][CH:34]=[CH:35][CH:36]=5)=[C:24]4[CH:23]=[N:22]3)[CH2:17][CH2:16]2)=[O:14])[CH2:10][CH2:11][CH2:8]1. (8) Given the reactants [Si]([O:8][C:9]1[CH:14]=[C:13]([CH3:15])[C:12]([C:16]2[CH:21]=[CH:20][CH:19]=[C:18]([CH2:22][O:23][C:24]3[CH:37]=[CH:36][C:27]4[C@H:28]([CH2:31][C:32]([O:34][CH3:35])=[O:33])[CH2:29][O:30][C:26]=4[CH:25]=3)[CH:17]=2)=[C:11]([CH3:38])[CH:10]=1)(C(C)(C)C)(C)C.Cl, predict the reaction product. The product is: [OH:8][C:9]1[CH:10]=[C:11]([CH3:38])[C:12]([C:16]2[CH:21]=[CH:20][CH:19]=[C:18]([CH2:22][O:23][C:24]3[CH:37]=[CH:36][C:27]4[C@H:28]([CH2:31][C:32]([O:34][CH3:35])=[O:33])[CH2:29][O:30][C:26]=4[CH:25]=3)[CH:17]=2)=[C:13]([CH3:15])[CH:14]=1. (9) Given the reactants C(=O)([O-])[O-].[K+].[K+].CI.NC1[CH:11]=[C:12]([C:22](=[O:24])[CH3:23])[CH:13]=[C:14]([C:18]([CH3:21])([CH3:20])[CH3:19])[C:15]=1[O:16][CH3:17].C(OCC)(=O)C.[CH3:31][N:32]([CH3:35])[CH:33]=O, predict the reaction product. The product is: [C:18]([C:14]1[CH:13]=[C:12]([C:22](=[O:24])[CH3:23])[CH:11]=[C:33]([N:32]([CH3:35])[CH3:31])[C:15]=1[O:16][CH3:17])([CH3:21])([CH3:19])[CH3:20]. (10) Given the reactants [C:1]1([CH2:10][C:11]#[N:12])[CH:6]=[CH:5][CH:4]=[CH:3][C:2]=1[CH2:7][C:8]#N, predict the reaction product. The product is: [CH2:10]1[C:1]2[CH:6]=[CH:5][CH:4]=[CH:3][C:2]=2[CH2:7][CH2:8][NH:12][CH2:11]1.